From a dataset of Peptide-MHC class II binding affinity with 134,281 pairs from IEDB. Regression. Given a peptide amino acid sequence and an MHC pseudo amino acid sequence, predict their binding affinity value. This is MHC class II binding data. (1) The peptide sequence is TEAVQKIATESIVIWGKTPKFRL. The MHC is HLA-DPA10201-DPB10101 with pseudo-sequence HLA-DPA10201-DPB10101. The binding affinity (normalized) is 0.322. (2) The peptide sequence is KAVEAYLVAHPDLYK. The MHC is DRB1_1501 with pseudo-sequence DRB1_1501. The binding affinity (normalized) is 0.739. (3) The peptide sequence is LGQTIRNSRWSSPDN. The MHC is HLA-DPA10103-DPB10401 with pseudo-sequence HLA-DPA10103-DPB10401. The binding affinity (normalized) is 0.203. (4) The peptide sequence is NNGGDAMYMALIAAF. The MHC is DRB1_1501 with pseudo-sequence DRB1_1501. The binding affinity (normalized) is 0.480.